From a dataset of Peptide-MHC class I binding affinity with 185,985 pairs from IEDB/IMGT. Regression. Given a peptide amino acid sequence and an MHC pseudo amino acid sequence, predict their binding affinity value. This is MHC class I binding data. (1) The peptide sequence is LTIACRVSL. The MHC is HLA-A30:01 with pseudo-sequence HLA-A30:01. The binding affinity (normalized) is 0.430. (2) The peptide sequence is ALSMADIFI. The MHC is HLA-B15:01 with pseudo-sequence HLA-B15:01. The binding affinity (normalized) is 0.0847.